From a dataset of Catalyst prediction with 721,799 reactions and 888 catalyst types from USPTO. Predict which catalyst facilitates the given reaction. (1) Reactant: [I:1]I.N1C=CN=C1.C1(P(C2C=CC=CC=2)C2C=CC=CC=2)C=CC=CC=1.[C:27]([O:31][C:32](=[O:44])[NH:33][C@H:34]([CH2:42]O)[CH2:35][C:36]1[CH:41]=[CH:40][CH:39]=[CH:38][CH:37]=1)([CH3:30])([CH3:29])[CH3:28]. Product: [C:27]([O:31][C:32](=[O:44])[NH:33][C@H:34]([CH2:42][I:1])[CH2:35][C:36]1[CH:41]=[CH:40][CH:39]=[CH:38][CH:37]=1)([CH3:30])([CH3:29])[CH3:28]. The catalyst class is: 4. (2) Reactant: [Cl:1][C:2]1[N:7]=[CH:6][C:5]([S:8](Cl)(=[O:10])=[O:9])=[CH:4][CH:3]=1.C(N(CC)CC)C.[CH:19]1([NH2:22])[CH2:21][CH2:20]1.CN(C1C=CC=CN=1)C. Product: [Cl:1][C:2]1[N:7]=[CH:6][C:5]([S:8]([NH:22][CH:19]2[CH2:21][CH2:20]2)(=[O:10])=[O:9])=[CH:4][CH:3]=1. The catalyst class is: 46. (3) Reactant: Br[C:2]1[C:3]([CH3:23])=[C:4]([N:8]2[C:17](=[O:18])[C:16]3[C:11](=[CH:12][C:13]([O:19][CH3:20])=[CH:14][CH:15]=3)[N:10]([CH3:21])[C:9]2=[O:22])[CH:5]=[CH:6][CH:7]=1.[CH3:24][C:25]1([CH3:41])[C:29]([CH3:31])([CH3:30])[O:28][B:27]([B:27]2[O:28][C:29]([CH3:31])([CH3:30])[C:25]([CH3:41])([CH3:24])[O:26]2)[O:26]1.C([O-])(=O)C.[K+]. Product: [CH3:20][O:19][C:13]1[CH:12]=[C:11]2[C:16]([C:17](=[O:18])[N:8]([C:4]3[CH:5]=[CH:6][CH:7]=[C:2]([B:27]4[O:28][C:29]([CH3:31])([CH3:30])[C:25]([CH3:41])([CH3:24])[O:26]4)[C:3]=3[CH3:23])[C:9](=[O:22])[N:10]2[CH3:21])=[CH:15][CH:14]=1. The catalyst class is: 368. (4) Reactant: [F:1][C:2]1[CH:3]=[C:4]([C:10]2[CH:11]([CH3:17])[CH2:12][C:13](=[O:16])[NH:14][N:15]=2)[CH:5]=[CH:6][C:7]=1[O:8]C.[Cl-].[Al+3].[Cl-].[Cl-].O. Product: [F:1][C:2]1[CH:3]=[C:4]([C:10]2[CH:11]([CH3:17])[CH2:12][C:13](=[O:16])[NH:14][N:15]=2)[CH:5]=[CH:6][C:7]=1[OH:8]. The catalyst class is: 4. (5) Reactant: Cl.[NH2:2][C@@H:3]1[CH2:7][C@H:6]([CH2:8][OH:9])[CH:5]=[CH:4]1.C(N(CC)CC)C.[Cl:17][C:18]1[C:23]([CH2:24][CH:25](OCC)OCC)=[C:22](Cl)[N:21]=[CH:20][N:19]=1.[OH-].[Na+]. Product: [Cl:17][C:18]1[C:23]2[CH:24]=[CH:25][N:2]([CH:3]3[CH2:7][CH:6]([CH2:8][OH:9])[CH:5]=[CH:4]3)[C:22]=2[N:21]=[CH:20][N:19]=1. The catalyst class is: 8. (6) Reactant: [C:1]([C:3]1[CH:4]=[C:5]([CH:34]=[CH:35][CH:36]=1)[C:6]([NH:8][C:9]1[C:10]([CH3:33])=[C:11]2[C:17]([C@@H:18]3[CH2:23][CH2:22][N:21]([C:24](OC(C)(C)C)=[O:25])[CH2:20][C@@H:19]3[CH3:31])=[CH:16][N:15]([CH3:32])[C:12]2=[N:13][CH:14]=1)=[O:7])#[N:2].NC1C(C)=C2[C:57]([C@@H:56]3[CH2:59]CN(C(O[C:56]([CH3:59])([CH3:58])[CH3:57])=O)C[C@@H:58]3C)=CN(C)C2=NC=1.C(N(CC)CC)C.C(C1C=C(C=CC=1)C(Cl)=O)#N.C(=O)(O)[O-].[Na+]. Product: [C:1]([C:3]1[CH:4]=[C:5]([CH:34]=[CH:35][CH:36]=1)[C:6]([NH:8][C:9]1[C:10]([CH3:33])=[C:11]2[C:17]([C@@H:18]3[CH2:23][CH2:22][N:21]([C:24](=[O:25])[CH2:57][CH:56]4[CH2:59][CH2:58]4)[CH2:20][C@@H:19]3[CH3:31])=[CH:16][N:15]([CH3:32])[C:12]2=[N:13][CH:14]=1)=[O:7])#[N:2]. The catalyst class is: 79. (7) Reactant: C(Cl)CCl.[C:5]([OH:13])(=O)[CH2:6][CH2:7][CH2:8][CH2:9][CH:10]=[CH2:11].[Cl-].[CH3:15][O:16][NH2+:17][CH3:18]. Product: [CH3:15][O:16][N:17]([CH3:18])[C:5](=[O:13])[CH2:6][CH2:7][CH2:8][CH2:9][CH:10]=[CH2:11]. The catalyst class is: 79. (8) Reactant: [OH-].[Na+].[F:3][C:4]1[CH:5]=[C:6]([CH:16]=[CH:17][C:18]=1[F:19])[CH:7]=[CH:8][C:9]([O:11]CCCC)=[O:10].S(=O)(=O)(O)O. Product: [F:3][C:4]1[CH:5]=[C:6]([CH:16]=[CH:17][C:18]=1[F:19])[CH:7]=[CH:8][C:9]([OH:11])=[O:10]. The catalyst class is: 8. (9) Reactant: C([Li:5])CCC.[CH:6]([NH:9][CH:10]([CH3:12])[CH3:11])([CH3:8])[CH3:7].[Li+].CC([N-]C(C)C)C.[F:21][C:22]1[N:27]=[CH:26][C:25]([CH:28]([N:30]2[CH2:35][CH2:34][O:33][CH2:32][CH2:31]2)[CH3:29])=[CH:24][CH:23]=1.[B:36](OC(C)C)([O:41]C(C)C)[O:37]C(C)C. Product: [Li+:5].[CH3:7][CH:6]([N-:9][CH:10]([CH3:12])[CH3:11])[CH3:8].[F:21][C:22]1[C:23]([B:36]([OH:41])[OH:37])=[CH:24][C:25]([CH:28]([N:30]2[CH2:35][CH2:34][O:33][CH2:32][CH2:31]2)[CH3:29])=[CH:26][N:27]=1. The catalyst class is: 1. (10) Reactant: [C:1]([OH:6])(=[O:5])[CH2:2][CH:3]=[CH2:4].[CH2:7]1[CH2:12][CH2:11][CH:10]([N:13]=[C:14]=[N:15][CH:16]2[CH2:21][CH2:20][CH2:19][CH2:18][CH2:17]2)[CH2:9][CH2:8]1. Product: [C:1]([OH:6])(=[O:5])[CH2:2][CH:3]=[CH2:4].[C:14]([NH:13][CH:10]1[CH2:9][CH2:8][CH2:7][CH2:12][CH2:11]1)([NH:15][CH:16]1[CH2:21][CH2:20][CH2:19][CH2:18][CH2:17]1)=[O:5]. The catalyst class is: 1.